Dataset: Catalyst prediction with 721,799 reactions and 888 catalyst types from USPTO. Task: Predict which catalyst facilitates the given reaction. (1) Reactant: [Br:1][C:2]1[C:7]([CH3:8])=[CH:6][C:5]([CH:9]2[CH2:11][O:10]2)=[CH:4][N:3]=1.[NH2:12][CH2:13][CH2:14][OH:15].CCOC(C)=O.C1COCC1. Product: [Br:1][C:2]1[N:3]=[CH:4][C:5]([CH:9]([OH:10])[CH2:11][NH:12][CH2:13][CH2:14][OH:15])=[CH:6][C:7]=1[CH3:8]. The catalyst class is: 1. (2) Reactant: C[Mg]Br.[CH3:4]COCC.[CH2:9]([O:16][C:17]([N:19]1[CH2:22][C:21](=[O:23])[CH2:20]1)=[O:18])[C:10]1[CH:15]=[CH:14][CH:13]=[CH:12][CH:11]=1. Product: [CH2:9]([O:16][C:17]([N:19]1[CH2:22][C:21]([OH:23])([CH3:4])[CH2:20]1)=[O:18])[C:10]1[CH:15]=[CH:14][CH:13]=[CH:12][CH:11]=1. The catalyst class is: 1. (3) Reactant: [CH:1]1([NH2:4])[CH2:3][CH2:2]1.[CH3:5][C:6]1[CH:7]=[C:8]([NH:13][C:14]([C:16]2[C:17]([S:22][CH2:23][C:24]3[CH:29]=[CH:28][N:27]=[C:26](S(C)=O)[N:25]=3)=[N:18][CH:19]=[CH:20][CH:21]=2)=[O:15])[CH:9]=[C:10]([CH3:12])[CH:11]=1.C(O)C. The catalyst class is: 13. Product: [CH:1]1([NH:4][C:26]2[N:25]=[C:24]([CH2:23][S:22][C:17]3[C:16]([C:14]([NH:13][C:8]4[CH:9]=[C:10]([CH3:12])[CH:11]=[C:6]([CH3:5])[CH:7]=4)=[O:15])=[CH:21][CH:20]=[CH:19][N:18]=3)[CH:29]=[CH:28][N:27]=2)[CH2:3][CH2:2]1. (4) Reactant: O[CH2:2][C@@H:3]([NH:5][C:6](=[O:9])[O:7][CH3:8])[CH3:4].C(N(CC)CC)C.CS(Cl)(=O)=O.[N-:22]=[N+:23]=[N-:24].[Na+]. Product: [N:22]([CH2:2][C@@H:3]([NH:5][C:6](=[O:9])[O:7][CH3:8])[CH3:4])=[N+:23]=[N-:24]. The catalyst class is: 4.